Dataset: NCI-60 drug combinations with 297,098 pairs across 59 cell lines. Task: Regression. Given two drug SMILES strings and cell line genomic features, predict the synergy score measuring deviation from expected non-interaction effect. (1) Drug 1: CC(C)(C#N)C1=CC(=CC(=C1)CN2C=NC=N2)C(C)(C)C#N. Drug 2: C1=NC2=C(N1)C(=S)N=CN2. Cell line: OVCAR-8. Synergy scores: CSS=33.3, Synergy_ZIP=-9.91, Synergy_Bliss=-0.874, Synergy_Loewe=-1.10, Synergy_HSA=-0.232. (2) Drug 1: C1=CN(C=N1)CC(O)(P(=O)(O)O)P(=O)(O)O. Drug 2: CCC1(C2=C(COC1=O)C(=O)N3CC4=CC5=C(C=CC(=C5CN(C)C)O)N=C4C3=C2)O.Cl. Cell line: NCI-H226. Synergy scores: CSS=11.9, Synergy_ZIP=-3.19, Synergy_Bliss=-1.59, Synergy_Loewe=-6.94, Synergy_HSA=-2.95.